Dataset: Reaction yield outcomes from USPTO patents with 853,638 reactions. Task: Predict the reaction yield, written as a fraction of the theoretical maximum amount of product (1.0 means a 100% yield; for example, 0.34 means a 34% yield). (1) The reactants are [F:1][C:2]1[CH:11]=[C:10]2[C:5]([C:6]([O:13][CH3:14])=[CH:7][NH:8][C:9]2=O)=[CH:4][CH:3]=1.O=P(Cl)(Cl)[Cl:17]. No catalyst specified. The product is [Cl:17][C:9]1[C:10]2[C:5](=[CH:4][CH:3]=[C:2]([F:1])[CH:11]=2)[C:6]([O:13][CH3:14])=[CH:7][N:8]=1. The yield is 0.240. (2) The reactants are [CH3:1][O:2][CH2:3][CH2:4][N:5]1[C:13]2[C:8](=[CH:9][CH:10]=[CH:11][C:12]=2[O:14][C:15]([F:18])([F:17])[F:16])[C:7]([C:19](O)=[O:20])=[CH:6]1.CCN(C(C)C)C(C)C.[C:31]([O:35][C:36](=[O:56])[NH:37][CH2:38][C:39]1[CH:44]=[CH:43][C:42]([O:45][CH2:46][C:47](=[O:49])[NH2:48])=[C:41]([CH:50]2[CH2:55][CH2:54][NH:53][CH2:52][CH2:51]2)[CH:40]=1)([CH3:34])([CH3:33])[CH3:32].C1C=CC2N(O)N=NC=2C=1.CCN=C=NCCCN(C)C. The catalyst is C(Cl)Cl. The product is [C:31]([O:35][C:36](=[O:56])[NH:37][CH2:38][C:39]1[CH:44]=[CH:43][C:42]([O:45][CH2:46][C:47](=[O:49])[NH2:48])=[C:41]([CH:50]2[CH2:51][CH2:52][N:53]([C:19]([C:7]3[C:8]4[C:13](=[C:12]([O:14][C:15]([F:18])([F:16])[F:17])[CH:11]=[CH:10][CH:9]=4)[N:5]([CH2:4][CH2:3][O:2][CH3:1])[CH:6]=3)=[O:20])[CH2:54][CH2:55]2)[CH:40]=1)([CH3:34])([CH3:32])[CH3:33]. The yield is 0.310.